Task: Predict the product of the given reaction.. Dataset: Forward reaction prediction with 1.9M reactions from USPTO patents (1976-2016) (1) Given the reactants [CH3:1][C:2]1([O:8][C:9](=[O:23])[NH:10][C:11]2[CH:16]=[CH:15][CH:14]=[CH:13][C:12]=2[C:17]2[CH:22]=[CH:21][CH:20]=[CH:19][CH:18]=2)[CH2:7][CH2:6][NH:5][CH2:4][CH2:3]1.[O:24]1[CH2:28][CH2:27][O:26][CH:25]1[C:29]1[CH:34]=[CH:33][C:32]([NH:35][C:36](=[O:39])[CH:37]=[CH2:38])=[CH:31][CH:30]=1, predict the reaction product. The product is: [O:24]1[CH2:28][CH2:27][O:26][CH:25]1[C:29]1[CH:30]=[CH:31][C:32]([NH:35][C:36]([CH2:37][CH2:38][N:5]2[CH2:6][CH2:7][C:2]([O:8][C:9](=[O:23])[NH:10][C:11]3[CH:16]=[CH:15][CH:14]=[CH:13][C:12]=3[C:17]3[CH:22]=[CH:21][CH:20]=[CH:19][CH:18]=3)([CH3:1])[CH2:3][CH2:4]2)=[O:39])=[CH:33][CH:34]=1. (2) Given the reactants [CH3:1][O:2][CH:3]([O:13][CH3:14])[C:4]1[CH:9]=[C:8]([O:10][CH3:11])[CH:7]=[CH:6][C:5]=1[F:12].CN(CCN(CCN(C)C)C)C.C([Li])CCC.[CH:32](N1CCOCC1)=[O:33], predict the reaction product. The product is: [CH3:14][O:13][CH:3]([O:2][CH3:1])[C:4]1[C:5]([F:12])=[C:6]([CH:7]=[C:8]([O:10][CH3:11])[CH:9]=1)[CH:32]=[O:33]. (3) Given the reactants Br[C:2]1[CH:11]=[C:10]2[C:5]([CH:6]=[CH:7][C:8](=[O:39])[N:9]2[CH2:12][CH2:13][N:14]2[CH2:19][CH2:18][CH:17]([N:20]([CH2:28][C:29]3[N:34]=[CH:33][C:32]4[O:35][CH2:36][CH2:37][O:38][C:31]=4[CH:30]=3)[C:21](=[O:27])[O:22][C:23]([CH3:26])([CH3:25])[CH3:24])[CH2:16][CH2:15]2)=[N:4][CH:3]=1.[C:40](=[O:47])([O:42][C:43]([CH3:46])([CH3:45])[CH3:44])[NH2:41].C(=O)([O-])[O-].[Cs+].[Cs+], predict the reaction product. The product is: [C:43]([O:42][C:40]([NH:41][C:2]1[CH:11]=[C:10]2[C:5]([CH:6]=[CH:7][C:8](=[O:39])[N:9]2[CH2:12][CH2:13][N:14]2[CH2:19][CH2:18][CH:17]([N:20]([CH2:28][C:29]3[N:34]=[CH:33][C:32]4[O:35][CH2:36][CH2:37][O:38][C:31]=4[CH:30]=3)[C:21](=[O:27])[O:22][C:23]([CH3:26])([CH3:25])[CH3:24])[CH2:16][CH2:15]2)=[N:4][CH:3]=1)=[O:47])([CH3:46])([CH3:45])[CH3:44]. (4) Given the reactants COC1C=CC(OC)=CC=1C(=O)CN1C(C(OCC)=O)=CC(C2C=NC=CC=2)=N1.[CH3:30][Si:31]([CH3:43])([CH3:42])[C:32]1[CH:36]=[C:35]([C:37]([O:39][CH2:40][CH3:41])=[O:38])[NH:34][N:33]=1.Br[CH2:45][C:46]([C:48]1[CH:53]=[CH:52][C:51]([O:54][CH3:55])=[CH:50][C:49]=1[O:56][CH3:57])=[O:47], predict the reaction product. The product is: [CH3:57][O:56][C:49]1[CH:50]=[C:51]([O:54][CH3:55])[CH:52]=[CH:53][C:48]=1[C:46](=[O:47])[CH2:45][N:34]1[C:35]([C:37]([O:39][CH2:40][CH3:41])=[O:38])=[CH:36][C:32]([Si:31]([CH3:42])([CH3:43])[CH3:30])=[N:33]1.